From a dataset of Full USPTO retrosynthesis dataset with 1.9M reactions from patents (1976-2016). Predict the reactants needed to synthesize the given product. (1) Given the product [F:22][C:16]1[CH:17]=[CH:18][C:19]([F:21])=[CH:20][C:15]=1[C:13]1[CH2:12][N:11]([C:29]([N:31]([CH3:34])[CH3:32])=[O:39])[C:10]([CH2:9][OH:8])([C:23]2[CH:24]=[CH:25][CH:26]=[CH:27][CH:28]=2)[CH:14]=1, predict the reactants needed to synthesize it. The reactants are: [Si]([O:8][CH2:9][C:10]1([C:23]2[CH:28]=[CH:27][CH:26]=[CH:25][CH:24]=2)[CH:14]=[C:13]([C:15]2[CH:20]=[C:19]([F:21])[CH:18]=[CH:17][C:16]=2[F:22])[CH2:12][NH:11]1)(C(C)(C)C)(C)C.[CH2:29]([N:31]([CH2:34]C)[CH2:32]C)C.ClC(Cl)([O:39]C(=O)OC(Cl)(Cl)Cl)Cl.Cl.CNC.OS([O-])(=O)=O.[K+].F.F.F.C(N(CC)CC)C. (2) Given the product [CH2:10]([O:9][CH2:8][C@@H:5]1[O:6][CH2:7][C@@:2]2([C:19]3[CH:24]=[C:23]([Br:25])[CH:22]=[CH:21][C:20]=3[F:26])[C@H:3]([CH2:17][S:37][C:36]([NH2:35])=[N:1]2)[CH2:4]1)[C:11]1[CH:16]=[CH:15][CH:14]=[CH:13][CH:12]=1, predict the reactants needed to synthesize it. The reactants are: [NH2:1][C@@:2]1([C:19]2[CH:24]=[C:23]([Br:25])[CH:22]=[CH:21][C:20]=2[F:26])[CH2:7][O:6][C@@H:5]([CH2:8][O:9][CH2:10][C:11]2[CH:16]=[CH:15][CH:14]=[CH:13][CH:12]=2)[CH2:4][C@H:3]1[CH2:17]O.C([N:35]=[C:36]=[S:37])(=O)C1C=CC=CC=1.Cl. (3) Given the product [CH2:4]1[O:5][CH:20]([CH:12]2[O:15][CH2:11][CH2:10][O:13]2)[O:21][CH2:3]1, predict the reactants needed to synthesize it. The reactants are: ClC[CH2:3][C:4](Cl)=[O:5].S1[CH:11]=[CH:10]CS1.[C:12](=[O:15])([O-])[OH:13].[Na+].ClCC[C:20](SCC1CSCS1)=[O:21].